Dataset: Blood-brain barrier permeability classification from the B3DB database. Task: Regression/Classification. Given a drug SMILES string, predict its absorption, distribution, metabolism, or excretion properties. Task type varies by dataset: regression for continuous measurements (e.g., permeability, clearance, half-life) or binary classification for categorical outcomes (e.g., BBB penetration, CYP inhibition). Dataset: b3db_classification. (1) The molecule is CC1Oc2ccccc2CC1N(C)C. The result is 1 (penetrates BBB). (2) The molecule is CCOC[C@@]1(C(N)=S)[C@H](c2ccc(CC)cc2)[C@@H]1S(=O)(=O)c1ccc(Cl)cc1. The result is 1 (penetrates BBB). (3) The compound is CC(=O)OCC(=O)[C@@]12OC(C)(C)O[C@@H]1CC1C3C[C@H](F)C4=CC(=O)C=C[C@]4(C)[C@@]3(F)[C@@H](O)C[C@@]12C. The result is 1 (penetrates BBB). (4) The compound is COC[C@@]1(CN)[C@H](c2ccc(OC)cc2)[C@@H]1S(C)(=O)=O. The result is 0 (does not penetrate BBB). (5) The molecule is CC(C)(C)OC(=O)c1ncn2c1C1CCCN1C(=O)c1c(Br)cccc1-2. The result is 1 (penetrates BBB). (6) The molecule is Cc1cc(-c2ccccc2)nnc1N1CCN(c2ncccn2)CC1. The result is 1 (penetrates BBB). (7) The compound is COc1nc(C)nc(Cl)c1NC1=NCCN1. The result is 1 (penetrates BBB).